Task: Predict the product of the given reaction.. Dataset: Forward reaction prediction with 1.9M reactions from USPTO patents (1976-2016) Given the reactants F[C:2]1[C:7]([C:8]2[CH:13]=[CH:12][N:11]=[CH:10][CH:9]=2)=[CH:6][CH:5]=[CH:4][N:3]=1.[NH2:14][C:15]1[CH:20]=[CH:19][C:18]([OH:21])=[CH:17][CH:16]=1.C(=O)([O-])[O-].[Cs+].[Cs+], predict the reaction product. The product is: [N:11]1[CH:12]=[CH:13][C:8]([C:7]2[C:2]([O:21][C:18]3[CH:19]=[CH:20][C:15]([NH2:14])=[CH:16][CH:17]=3)=[N:3][CH:4]=[CH:5][CH:6]=2)=[CH:9][CH:10]=1.